Predict the reactants needed to synthesize the given product. From a dataset of Full USPTO retrosynthesis dataset with 1.9M reactions from patents (1976-2016). (1) Given the product [F:1][CH:2]([F:16])[C@@:3]1([C:7]([NH2:17])=[O:6])[CH2:15][CH2:14][CH2:13][NH:4]1, predict the reactants needed to synthesize it. The reactants are: [F:1][CH:2]([F:16])[C@@:3]12[CH2:15][CH2:14][CH2:13][N:4]1[C@@H](C(Cl)(Cl)Cl)[O:6][C:7]2=O.[NH3:17]. (2) Given the product [S:12]1[CH:16]=[CH:15][CH:14]=[C:13]1[C:17]1[O:21][N:20]=[C:19]([CH2:22][NH:11][C:8]23[CH2:10][CH:4]4[CH2:5][CH:6]([CH2:1][CH:2]([CH2:3]4)[CH2:9]2)[CH2:7]3)[CH:18]=1, predict the reactants needed to synthesize it. The reactants are: [CH2:1]1[CH:6]2[CH2:7][C:8]3([NH2:11])[CH2:10][CH:4]([CH2:5]2)[CH2:3][CH:2]1[CH2:9]3.[S:12]1[CH:16]=[CH:15][CH:14]=[C:13]1[C:17]1[O:21][N:20]=[C:19]([CH:22]=O)[CH:18]=1.